This data is from Peptide-MHC class II binding affinity with 134,281 pairs from IEDB. The task is: Regression. Given a peptide amino acid sequence and an MHC pseudo amino acid sequence, predict their binding affinity value. This is MHC class II binding data. (1) The binding affinity (normalized) is 0.250. The MHC is DRB1_1201 with pseudo-sequence DRB1_1201. The peptide sequence is KFPKFNRVFEIEFDI. (2) The peptide sequence is QRMMAEIDTDGDGFI. The MHC is DRB1_1302 with pseudo-sequence DRB1_1302. The binding affinity (normalized) is 0.454. (3) The peptide sequence is VEDNLVKLKNVLNVY. The MHC is DRB1_1101 with pseudo-sequence DRB1_1101. The binding affinity (normalized) is 0.198.